Predict the reaction yield, written as a fraction of the theoretical maximum amount of product (1.0 means a 100% yield; for example, 0.34 means a 34% yield). From a dataset of Reaction yield outcomes from USPTO patents with 853,638 reactions. (1) The reactants are COC1C=CC(C[N:10]2[C:15](=[O:16])[CH:14]=[C:13]3[CH2:17][CH2:18][CH2:19][O:20][C:12]3=[N:11]2)=CC=1.C1(OC)C=CC=CC=1. The catalyst is C(O)(C(F)(F)F)=O. The product is [N:11]1[NH:10][C:15](=[O:16])[CH:14]=[C:13]2[CH2:17][CH2:18][CH2:19][O:20][C:12]=12. The yield is 0.880. (2) The reactants are C([O:5][C:6]([C:8]1[C:9]([C:14]2[C:19]([F:20])=[C:18]([F:21])[CH:17]=[C:16]([C:22]([OH:24])=O)[CH:15]=2)=[CH:10][CH:11]=[CH:12][CH:13]=1)=[O:7])(C)(C)C.C([O:27][C:28](=[O:41])[C@H:29]([OH:40])[C@H:30]([NH2:39])[CH2:31][C:32]1[CH:37]=[CH:36][CH:35]=[CH:34][C:33]=1[Cl:38])C.CCN(C(C)C)C(C)C.CN(C(ON1N=NC2C=CC=NC1=2)=[N+](C)C)C.F[P-](F)(F)(F)(F)F. The catalyst is C(Cl)Cl. The product is [C:28]([C@H:29]([OH:40])[C@H:30]([NH:39][C:22]([C:16]1[CH:17]=[C:18]([F:21])[C:19]([F:20])=[C:14]([C:9]2[C:8]([C:6]([OH:5])=[O:7])=[CH:13][CH:12]=[CH:11][CH:10]=2)[CH:15]=1)=[O:24])[CH2:31][C:32]1[CH:37]=[CH:36][CH:35]=[CH:34][C:33]=1[Cl:38])([OH:41])=[O:27]. The yield is 0.970. (3) The yield is 0.480. The product is [CH:32]1([N:25]2[C:26]3[C:31](=[CH:30][CH:29]=[CH:28][CH:27]=3)[N:22]([C:20]([C:17]3([NH:7][CH2:8][C:9]4[CH:14]=[C:13]([Cl:15])[CH:12]=[CH:11][C:10]=4[Cl:16])[CH2:19][CH2:18]3)=[O:21])[CH2:23][CH2:24]2)[CH2:33][CH2:34]1. No catalyst specified. The reactants are C(OC(=O)[N:7]([C:17]1([C:20]([N:22]2[C:31]3[C:26](=[CH:27][CH:28]=[CH:29][CH:30]=3)[N:25]([CH:32]3[CH2:34][CH2:33]3)[CH2:24][CH2:23]2)=[O:21])[CH2:19][CH2:18]1)[CH2:8][C:9]1[CH:14]=[C:13]([Cl:15])[CH:12]=[CH:11][C:10]=1[Cl:16])(C)(C)C.Cl. (4) The reactants are C([NH:4][C:5]1[CH:17]=[C:16]2[C:8]([C:9]3[C:14]([CH2:18][CH2:19][CH2:20][CH3:21])([CH2:15]2)[CH2:13][CH2:12][C:11](=[O:22])[C:10]=3[C:23]([O:25]CC)=[CH2:24])=[CH:7][C:6]=1[F:28])(=O)C.Cl. The catalyst is CO. The product is [C:23]([C:10]1[C:11](=[O:22])[CH2:12][CH2:13][C:14]2([CH2:18][CH2:19][CH2:20][CH3:21])[C:9]=1[C:8]1[C:16](=[CH:17][C:5]([NH2:4])=[C:6]([F:28])[CH:7]=1)[CH2:15]2)(=[O:25])[CH3:24]. The yield is 0.930. (5) The reactants are Cl.[C:2]1([CH:8]2[CH2:13][CH2:12][NH:11][CH2:10][CH2:9]2)[CH:7]=[CH:6][CH:5]=[CH:4][CH:3]=1.[CH:14]([C:16]1[CH:31]=[CH:30][C:19]([O:20][C:21]2[CH:29]=[CH:28][C:24]([C:25]([NH2:27])=[O:26])=[CH:23][N:22]=2)=[CH:18][CH:17]=1)=O.C(O[BH-](OC(=O)C)OC(=O)C)(=O)C.[Na+].C(O)(=O)C. The catalyst is ClCCCl. The product is [C:2]1([CH:8]2[CH2:9][CH2:10][N:11]([CH2:14][C:16]3[CH:31]=[CH:30][C:19]([O:20][C:21]4[CH:29]=[CH:28][C:24]([C:25]([NH2:27])=[O:26])=[CH:23][N:22]=4)=[CH:18][CH:17]=3)[CH2:12][CH2:13]2)[CH:7]=[CH:6][CH:5]=[CH:4][CH:3]=1. The yield is 0.940. (6) The reactants are [O:1]=[C:2]([C:20]1[CH:25]=[CH:24][CH:23]=[CH:22][CH:21]=1)[CH2:3][CH2:4][C:5]1[CH:10]=[CH:9][CH:8]=[CH:7][C:6]=1[NH:11][C:12](=[O:19])[O:13][CH2:14][C:15]([Cl:18])([Cl:17])[Cl:16].CCCCCCCCCC.C(OO)(C)(C)C.NC1C=CC=CC=1. The catalyst is [I-].C([N+](CCCC)(CCCC)CCCC)CCC.C(OCC)(=O)C.CCCCCC.C(OCC)(=O)C.O. The product is [C:2]([CH:3]1[CH2:4][C:5]2[C:6](=[CH:7][CH:8]=[CH:9][CH:10]=2)[N:11]1[C:12]([O:13][CH2:14][C:15]([Cl:16])([Cl:17])[Cl:18])=[O:19])(=[O:1])[C:20]1[CH:25]=[CH:24][CH:23]=[CH:22][CH:21]=1. The yield is 0.480.